This data is from Reaction yield outcomes from USPTO patents with 853,638 reactions. The task is: Predict the reaction yield, written as a fraction of the theoretical maximum amount of product (1.0 means a 100% yield; for example, 0.34 means a 34% yield). (1) The reactants are C(=O)([O-])[O-].[Na+].[Na+].Cl.[CH3:8][C@@H:9]1[CH2:13][CH2:12][CH2:11][NH:10]1.[C:14]1([C:27]2[CH:32]=[CH:31][CH:30]=[CH:29][CH:28]=2)[CH:19]=[CH:18][C:17]([CH2:20][CH2:21]OS(C)(=O)=O)=[CH:16][CH:15]=1. The catalyst is C(#N)C.CCOC(C)=O. The product is [C:14]1([C:27]2[CH:28]=[CH:29][CH:30]=[CH:31][CH:32]=2)[CH:15]=[CH:16][C:17]([CH2:20][CH2:21][N:10]2[CH2:11][CH2:12][CH2:13][C@H:9]2[CH3:8])=[CH:18][CH:19]=1. The yield is 0.820. (2) The reactants are [CH:1]([C@H:4]1[CH2:8][O:7][C:6](=[O:9])[N:5]1[C:10]1[CH:15]=[CH:14][N:13]2[N:16]=[CH:17][C:18]([C:19]3[CH:28]=[CH:27][C:22]([C:23]([NH:25][NH2:26])=[O:24])=[CH:21][CH:20]=3)=[C:12]2[N:11]=1)([CH3:3])[CH3:2].N1([C:34](N2C=CN=C2)=[O:35])C=CN=C1. The catalyst is CN(C=O)C.CCOC(C)=O. The product is [CH:1]([C@H:4]1[CH2:8][O:7][C:6](=[O:9])[N:5]1[C:10]1[CH:15]=[CH:14][N:13]2[N:16]=[CH:17][C:18]([C:19]3[CH:28]=[CH:27][C:22]([C:23]4[O:24][C:34](=[O:35])[NH:26][N:25]=4)=[CH:21][CH:20]=3)=[C:12]2[N:11]=1)([CH3:3])[CH3:2]. The yield is 0.440. (3) The reactants are Br[CH2:2][C:3]([NH:5][C:6]1[S:7][C:8]([C:16]([CH:18]2[CH2:23][CH2:22][O:21][CH2:20][CH2:19]2)=[O:17])=[C:9]([C:11]2[O:12][CH:13]=[CH:14][CH:15]=2)[N:10]=1)=[O:4].O1CCCCC1[O:30][C@@H:31]1[CH2:39][N:34]2[CH2:35][CH2:36][NH:37][CH2:38][C@@H:33]2[CH2:32]1. The catalyst is C1COCC1. The product is [O:12]1[CH:13]=[CH:14][CH:15]=[C:11]1[C:9]1[N:10]=[C:6]([NH:5][C:3](=[O:4])[CH2:2][N:37]2[CH2:36][CH2:35][N:34]3[CH2:39][C@@H:31]([OH:30])[CH2:32][C@H:33]3[CH2:38]2)[S:7][C:8]=1[C:16]([CH:18]1[CH2:23][CH2:22][O:21][CH2:20][CH2:19]1)=[O:17]. The yield is 0.340. (4) The reactants are [OH:1][C:2]1[CH:7]=[CH:6][C:5]([NH:8][C:9](=[O:15])[O:10][C:11]([CH3:14])([CH3:13])[CH3:12])=[CH:4][CH:3]=1.CC1C=CC(S(O[CH2:27][CH2:28][O:29][CH2:30][CH2:31][O:32][CH2:33][CH2:34][N:35]=[N+:36]=[N-:37])(=O)=O)=CC=1.C([O-])([O-])=O.[K+].[K+]. The catalyst is C(#N)C. The product is [N:35]([CH2:34][CH2:33][O:32][CH2:31][CH2:30][O:29][CH2:28][CH2:27][O:1][C:2]1[CH:3]=[CH:4][C:5]([NH:8][C:9](=[O:15])[O:10][C:11]([CH3:12])([CH3:14])[CH3:13])=[CH:6][CH:7]=1)=[N+:36]=[N-:37]. The yield is 1.00. (5) The reactants are [F:1][C:2]1[CH:7]=[CH:6][C:5]([OH:8])=[C:4]([CH3:9])[CH:3]=1.N1C=CC=CC=1.Cl[C:17]([O:19][CH3:20])=[O:18].O1CCOCC1. The catalyst is O1CCCC1. The product is [C:17](=[O:18])([O:19][CH3:20])[O:8][C:5]1[CH:6]=[CH:7][C:2]([F:1])=[CH:3][C:4]=1[CH3:9]. The yield is 0.640. (6) The reactants are S(Cl)([Cl:4])(=O)=O.[C:6]([CH2:11][C:12]([O:14][CH2:15][CH3:16])=[O:13])(=[O:10])[CH:7]([CH3:9])[CH3:8].O.C([O-])(O)=O.[Na+].[C:23]1([CH3:29])C=CC=C[CH:24]=1. No catalyst specified. The product is [Cl:4][CH:11]([C:6](=[O:10])[C:7]1[CH:9]=[CH:29][CH:23]=[CH:24][CH:8]=1)[C:12]([O:14][CH2:15][CH3:16])=[O:13]. The yield is 0.840.